From a dataset of Forward reaction prediction with 1.9M reactions from USPTO patents (1976-2016). Predict the product of the given reaction. (1) Given the reactants [F:1][C:2]1[CH:3]=[C:4]([CH:7]=[CH:8][C:9]=1[OH:10])[C:5]#[N:6].C(=O)([O-])[O-].[Cs+].[Cs+].[CH3:17][O:18][C:19](=[O:28])[C:20]1[CH:25]=[CH:24][CH:23]=[CH:22][C:21]=1[CH2:26]Br, predict the reaction product. The product is: [CH3:17][O:18][C:19](=[O:28])[C:20]1[CH:25]=[CH:24][CH:23]=[CH:22][C:21]=1[CH2:26][O:10][C:9]1[CH:8]=[CH:7][C:4]([C:5]#[N:6])=[CH:3][C:2]=1[F:1]. (2) Given the reactants [F:1][C:2]1[CH:3]=[C:4]2[C:9](=[C:10]([N+:12]([O-:14])=[O:13])[CH:11]=1)[N:8]=[CH:7][CH:6]=[CH:5]2.[OH:15]O, predict the reaction product. The product is: [F:1][C:2]1[CH:3]=[C:4]2[C:9](=[C:10]([N+:12]([O-:14])=[O:13])[CH:11]=1)[N:8]=[CH:7][C:6]([OH:15])=[CH:5]2. (3) Given the reactants S(Cl)(Cl)=O.[NH2:5][C:6]1[N:14]=[CH:13][CH:12]=[CH:11][C:7]=1[C:8]([OH:10])=[O:9].[CH3:15]O, predict the reaction product. The product is: [CH3:15][O:9][C:8](=[O:10])[C:7]1[CH:11]=[CH:12][CH:13]=[N:14][C:6]=1[NH2:5]. (4) Given the reactants [CH3:1][N:2]1[CH:7]2[CH2:8][CH2:9][CH2:10][CH:3]1[CH2:4][N:5]([C:11]1[CH:12]=[N:13][CH:14]=[CH:15][CH:16]=1)[CH2:6]2.[Br:17]N1C(=O)CCC1=O, predict the reaction product. The product is: [Br:17][C:14]1[N:13]=[CH:12][C:11]([N:5]2[CH2:6][CH:7]3[N:2]([CH3:1])[CH:3]([CH2:10][CH2:9][CH2:8]3)[CH2:4]2)=[CH:16][CH:15]=1. (5) Given the reactants [OH:1][CH2:2][C:3]([NH:6][C:7]([C:9]1[C:10]2[CH2:11][C@H:12]3[CH2:24][C@H:13]3[C:14]=2[N:15]([C:17]2[CH:22]=[CH:21][N:20]=[C:19](Cl)[CH:18]=2)[N:16]=1)=[O:8])([CH3:5])[CH3:4].[CH3:25][O-:26].[Na+].CS(C)=O, predict the reaction product. The product is: [OH:1][CH2:2][C:3]([NH:6][C:7]([C:9]1[C:10]2[CH2:11][C@H:12]3[CH2:24][C@H:13]3[C:14]=2[N:15]([C:17]2[CH:22]=[CH:21][N:20]=[C:19]([O:26][CH3:25])[CH:18]=2)[N:16]=1)=[O:8])([CH3:5])[CH3:4]. (6) Given the reactants [C:1]([CH2:8][N:9]1[CH2:20][CH2:19][NH:18][CH2:17][CH2:16][N:15]([CH2:21][C:22]([O:24][C:25]([CH3:28])([CH3:27])[CH3:26])=[O:23])[CH2:14][CH2:13][NH:12][CH2:11][CH2:10]1)([O:3][C:4]([CH3:7])([CH3:6])[CH3:5])=[O:2].C(N(CC)CC)C.[N+:36]([C:39]1[CH:46]=[CH:45][C:42]([CH2:43]Br)=[CH:41][CH:40]=1)([O-:38])=[O:37], predict the reaction product. The product is: [C:22]([CH2:21][N:15]1[CH2:14][CH2:13][NH:12][CH2:11][CH2:10][N:9]([CH2:8][C:1]([O:3][C:4]([CH3:6])([CH3:5])[CH3:7])=[O:2])[CH2:20][CH2:19][N:18]([CH2:43][C:42]2[CH:45]=[CH:46][C:39]([N+:36]([O-:38])=[O:37])=[CH:40][CH:41]=2)[CH2:17][CH2:16]1)([O:24][C:25]([CH3:28])([CH3:27])[CH3:26])=[O:23]. (7) Given the reactants [CH3:1][C:2]1[C:3]([CH2:15][O:16][C:17]2[CH:22]=[CH:21][C:20]([C:23]3[C:27]([CH3:28])=[C:26]([C:29]([O:31][CH2:32][CH3:33])=[O:30])[NH:25][N:24]=3)=[CH:19][C:18]=2[CH3:34])=[C:4]([N:8]2[C:12](=[O:13])[N:11]([CH3:14])[N:10]=[N:9]2)[CH:5]=[CH:6][CH:7]=1.S(OCC)(O[CH2:39][CH3:40])(=O)=O.C1(C)C=CC=CC=1, predict the reaction product. The product is: [CH3:1][C:2]1[C:3]([CH2:15][O:16][C:17]2[CH:22]=[CH:21][C:20]([C:23]3[C:27]([CH3:28])=[C:26]([C:29]([O:31][CH2:32][CH3:33])=[O:30])[N:25]([CH2:39][CH3:40])[N:24]=3)=[CH:19][C:18]=2[CH3:34])=[C:4]([N:8]2[C:12](=[O:13])[N:11]([CH3:14])[N:10]=[N:9]2)[CH:5]=[CH:6][CH:7]=1. (8) Given the reactants C(N(CC)C(C)C)(C)C.Cl[C:11](OC1C=CC([N+]([O-])=O)=CC=1)=[O:12].[O:23]=[C:24]1[N:29]([C:30]2[CH:35]=[CH:34][CH:33]=[C:32]([C:36]([F:39])([F:38])[F:37])[CH:31]=2)[C:28]2[CH2:40][CH2:41][C:42](=[O:43])[C:27]=2[C@@H:26]([C:44]2[CH:51]=[CH:50][C:47]([C:48]#[N:49])=[CH:46][CH:45]=2)[NH:25]1.[O:52]=[S:53]1(=[O:60])[CH2:58][CH2:57][CH:56]([NH2:59])[CH2:55][CH2:54]1, predict the reaction product. The product is: [C:48]([C:47]1[CH:46]=[CH:45][C:44]([C@H:26]2[N:25]([C:11]([NH:59][CH:56]3[CH2:57][CH2:58][S:53](=[O:60])(=[O:52])[CH2:54][CH2:55]3)=[O:12])[C:24](=[O:23])[N:29]([C:30]3[CH:35]=[CH:34][CH:33]=[C:32]([C:36]([F:37])([F:38])[F:39])[CH:31]=3)[C:28]3[CH2:40][CH2:41][C:42](=[O:43])[C:27]2=3)=[CH:51][CH:50]=1)#[N:49]. (9) Given the reactants [CH2:1]([O:3][C:4](=[O:24])[CH2:5][N:6]1[CH:10]=[C:9]([S:11][S:11][C:9]2[CH:8]=[N:7][N:6]([CH2:5][C:4]([O:3][CH2:1][CH3:2])=[O:24])[CH:10]=2)[CH:8]=[N:7]1)[CH3:2].C1(P(C2C=CC=CC=2)C2C=CC=CC=2)C=CC=CC=1, predict the reaction product. The product is: [CH2:1]([O:3][C:4](=[O:24])[CH2:5][N:6]1[CH:10]=[C:9]([SH:11])[CH:8]=[N:7]1)[CH3:2].